Dataset: Forward reaction prediction with 1.9M reactions from USPTO patents (1976-2016). Task: Predict the product of the given reaction. (1) Given the reactants [NH2:1][C:2]1[CH:3]=[CH:4][C:5]([F:18])=[C:6]([C@:8]2([CH3:17])[C:13]([F:15])([F:14])[CH2:12][O:11][C:10]([NH2:16])=[N:9]2)[CH:7]=1.[F:19][C:20]1[C:21]([C:26](O)=[O:27])=[N:22][CH:23]=[CH:24][CH:25]=1, predict the reaction product. The product is: [NH2:16][C:10]1[O:11][CH2:12][C:13]([F:14])([F:15])[C@:8]([C:6]2[CH:7]=[C:2]([NH:1][C:26]([C:21]3[C:20]([F:19])=[CH:25][CH:24]=[CH:23][N:22]=3)=[O:27])[CH:3]=[CH:4][C:5]=2[F:18])([CH3:17])[N:9]=1. (2) Given the reactants Cl.Cl.[C:3]1([CH:9]2[CH2:14][CH2:13][N:12]([CH:15]3[CH2:19][CH2:18][NH:17][CH2:16]3)[CH2:11][CH2:10]2)[CH:8]=[CH:7][CH:6]=[CH:5][CH:4]=1.[H-].[Na+].N1([C:31](=[O:48])[C:32]([N:34]2[CH2:43][CH2:42][C:41]3[N:40]=[CH:39][C:38]([C:44]([F:47])([F:46])[F:45])=[CH:37][C:36]=3[CH2:35]2)=[O:33])C2C=CC=CC=2N=N1, predict the reaction product. The product is: [C:3]1([CH:9]2[CH2:10][CH2:11][N:12]([CH:15]3[CH2:19][CH2:18][N:17]([C:31](=[O:48])[C:32]([N:34]4[CH2:43][CH2:42][C:41]5[N:40]=[CH:39][C:38]([C:44]([F:45])([F:46])[F:47])=[CH:37][C:36]=5[CH2:35]4)=[O:33])[CH2:16]3)[CH2:13][CH2:14]2)[CH:8]=[CH:7][CH:6]=[CH:5][CH:4]=1. (3) Given the reactants Cl.Cl.C([O:10][C:11]1[CH:20]=[C:19]2[C:14]([C:15]([NH:21][C:22]3[C:27]([Cl:28])=[CH:26][CH:25]=[C:24]4[O:29][CH2:30][O:31][C:23]=34)=[N:16][CH:17]=[N:18]2)=[C:13]([O:32][CH:33]2[CH2:38][CH2:37][N:36](C(OC(C)(C)C)=O)[CH2:35][CH2:34]2)[CH:12]=1)C1C=CC=CC=1.FC(F)(F)C(O)=O, predict the reaction product. The product is: [Cl:28][C:27]1[C:22]([NH:21][C:15]2[C:14]3[C:19](=[CH:20][C:11]([OH:10])=[CH:12][C:13]=3[O:32][CH:33]3[CH2:34][CH2:35][NH:36][CH2:37][CH2:38]3)[N:18]=[CH:17][N:16]=2)=[C:23]2[O:31][CH2:30][O:29][C:24]2=[CH:25][CH:26]=1. (4) Given the reactants [CH3:1][Si]([N-][Si](C)(C)C)(C)C.[Na+].[CH2:11]([CH:16]1[CH2:21][CH2:20][O:19][CH2:18][C:17]1=O)[CH2:12][CH2:13][CH:14]=[CH2:15], predict the reaction product. The product is: [CH2:1]=[C:17]1[CH:16]([CH2:11][CH2:12][CH2:13][CH:14]=[CH2:15])[CH2:21][CH2:20][O:19][CH2:18]1. (5) Given the reactants [OH:1][C:2]1[C:7]([C:8]2[S:9][CH:10]=[CH:11][CH:12]=2)=[N:6][N:5]([CH2:13][CH2:14][CH:15]([CH3:17])[CH3:16])[C:4](=[O:18])[C:3]=1[C:19]1[NH:24][C:23]2[CH:25]=[CH:26][C:27]([NH:29][S:30]([CH3:33])(=[O:32])=[O:31])=[CH:28][C:22]=2[S:21](=[O:35])(=[O:34])[N:20]=1.[H-].[Na+].[CH3:38][O:39][CH2:40]Cl, predict the reaction product. The product is: [OH:1][C:2]1[C:7]([C:8]2[S:9][CH:10]=[CH:11][CH:12]=2)=[N:6][N:5]([CH2:13][CH2:14][CH:15]([CH3:17])[CH3:16])[C:4](=[O:18])[C:3]=1[C:19]1[NH:24][C:23]2[CH:25]=[CH:26][C:27]([N:29]([CH2:38][O:39][CH3:40])[S:30]([CH3:33])(=[O:32])=[O:31])=[CH:28][C:22]=2[S:21](=[O:35])(=[O:34])[N:20]=1.